Dataset: NCI-60 drug combinations with 297,098 pairs across 59 cell lines. Task: Regression. Given two drug SMILES strings and cell line genomic features, predict the synergy score measuring deviation from expected non-interaction effect. (1) Drug 1: C1CCN(CC1)CCOC2=CC=C(C=C2)C(=O)C3=C(SC4=C3C=CC(=C4)O)C5=CC=C(C=C5)O. Drug 2: C1CCC(CC1)NC(=O)N(CCCl)N=O. Cell line: CAKI-1. Synergy scores: CSS=17.5, Synergy_ZIP=-0.804, Synergy_Bliss=-1.97, Synergy_Loewe=0.0772, Synergy_HSA=0.201. (2) Drug 1: CC1C(C(CC(O1)OC2CC(CC3=C2C(=C4C(=C3O)C(=O)C5=C(C4=O)C(=CC=C5)OC)O)(C(=O)C)O)N)O.Cl. Drug 2: CC1C(C(CC(O1)OC2CC(CC3=C2C(=C4C(=C3O)C(=O)C5=CC=CC=C5C4=O)O)(C(=O)C)O)N)O. Cell line: SW-620. Synergy scores: CSS=45.9, Synergy_ZIP=-1.54, Synergy_Bliss=0.664, Synergy_Loewe=0.651, Synergy_HSA=3.54. (3) Drug 1: C1CCN(CC1)CCOC2=CC=C(C=C2)C(=O)C3=C(SC4=C3C=CC(=C4)O)C5=CC=C(C=C5)O. Drug 2: C1=NC2=C(N1)C(=S)N=CN2. Cell line: SK-OV-3. Synergy scores: CSS=-0.252, Synergy_ZIP=0.491, Synergy_Bliss=-1.01, Synergy_Loewe=-18.4, Synergy_HSA=-4.73. (4) Drug 1: C1=NC2=C(N1)C(=S)N=C(N2)N. Drug 2: C(CCl)NC(=O)N(CCCl)N=O. Cell line: RXF 393. Synergy scores: CSS=13.6, Synergy_ZIP=-4.90, Synergy_Bliss=2.09, Synergy_Loewe=-2.30, Synergy_HSA=0.918. (5) Drug 1: CN1CCC(CC1)COC2=C(C=C3C(=C2)N=CN=C3NC4=C(C=C(C=C4)Br)F)OC. Drug 2: C1=NC(=NC(=O)N1C2C(C(C(O2)CO)O)O)N. Cell line: NCI-H460. Synergy scores: CSS=15.7, Synergy_ZIP=-8.19, Synergy_Bliss=-2.09, Synergy_Loewe=-2.28, Synergy_HSA=-1.68.